This data is from CYP2C19 inhibition data for predicting drug metabolism from PubChem BioAssay. The task is: Regression/Classification. Given a drug SMILES string, predict its absorption, distribution, metabolism, or excretion properties. Task type varies by dataset: regression for continuous measurements (e.g., permeability, clearance, half-life) or binary classification for categorical outcomes (e.g., BBB penetration, CYP inhibition). Dataset: cyp2c19_veith. (1) The drug is O=C(Cn1cc(C(=O)c2ccco2)c2ccccc21)NCc1ccco1. The result is 1 (inhibitor). (2) The molecule is Cc1ccc(CSc2nnc(C(F)(F)F)n2Cc2ccc(F)cc2)cc1. The result is 1 (inhibitor). (3) The molecule is CC(C)NC[C@@H](O)COc1ccccc1-n1cccc1. The result is 0 (non-inhibitor). (4) The molecule is COc1ccc(/C=N/NC(=S)NC2CCS(=O)(=O)C2)cc1OC. The result is 0 (non-inhibitor). (5) The result is 0 (non-inhibitor). The molecule is CC(C)(C)CC(C)(C)c1cc(O)c(O)c(CN2CCCCC2)c1. (6) The result is 1 (inhibitor). The drug is CN(C)c1ncnc2ccc(-c3ccc4c(c3)OCO4)cc12.